Dataset: NCI-60 drug combinations with 297,098 pairs across 59 cell lines. Task: Regression. Given two drug SMILES strings and cell line genomic features, predict the synergy score measuring deviation from expected non-interaction effect. (1) Drug 1: CC1=C2C(C(=O)C3(C(CC4C(C3C(C(C2(C)C)(CC1OC(=O)C(C(C5=CC=CC=C5)NC(=O)OC(C)(C)C)O)O)OC(=O)C6=CC=CC=C6)(CO4)OC(=O)C)OC)C)OC. Drug 2: C1=CC=C(C(=C1)C(C2=CC=C(C=C2)Cl)C(Cl)Cl)Cl. Cell line: CAKI-1. Synergy scores: CSS=50.6, Synergy_ZIP=9.03, Synergy_Bliss=9.13, Synergy_Loewe=-17.7, Synergy_HSA=9.21. (2) Drug 1: C1CC(C1)(C(=O)O)C(=O)O.[NH2-].[NH2-].[Pt+2]. Drug 2: CC12CCC3C(C1CCC2OP(=O)(O)O)CCC4=C3C=CC(=C4)OC(=O)N(CCCl)CCCl.[Na+]. Cell line: NCI-H226. Synergy scores: CSS=0.257, Synergy_ZIP=-1.07, Synergy_Bliss=-1.45, Synergy_Loewe=-4.38, Synergy_HSA=-4.07. (3) Drug 1: CN(CCCl)CCCl.Cl. Drug 2: CC1C(C(CC(O1)OC2CC(CC3=C2C(=C4C(=C3O)C(=O)C5=CC=CC=C5C4=O)O)(C(=O)C)O)N)O. Cell line: NCI/ADR-RES. Synergy scores: CSS=35.0, Synergy_ZIP=-10.4, Synergy_Bliss=-2.64, Synergy_Loewe=-1.02, Synergy_HSA=0.296. (4) Drug 1: COC1=C(C=C2C(=C1)N=CN=C2NC3=CC(=C(C=C3)F)Cl)OCCCN4CCOCC4. Drug 2: CCC1(C2=C(COC1=O)C(=O)N3CC4=CC5=C(C=CC(=C5CN(C)C)O)N=C4C3=C2)O.Cl. Cell line: SR. Synergy scores: CSS=67.3, Synergy_ZIP=4.16, Synergy_Bliss=4.81, Synergy_Loewe=0.0397, Synergy_HSA=7.55. (5) Drug 1: C1=CC(=CC=C1C#N)C(C2=CC=C(C=C2)C#N)N3C=NC=N3. Drug 2: C(CN)CNCCSP(=O)(O)O. Cell line: NCI-H522. Synergy scores: CSS=-1.28, Synergy_ZIP=5.00, Synergy_Bliss=-1.87, Synergy_Loewe=-0.0155, Synergy_HSA=-2.53.